Predict the product of the given reaction. From a dataset of Forward reaction prediction with 1.9M reactions from USPTO patents (1976-2016). (1) Given the reactants [CH3:1][C:2]1[CH:3]=[C:4]([C:8]2[N:9]=[C:10]3[CH:15]=[CH:14][CH:13]=[N:12][N:11]3[C:16]=2[C:17]2[CH:22]=[CH:21][N:20]=[C:19]([NH2:23])[CH:18]=2)[CH:5]=[CH:6][CH:7]=1.C(N(CC)CC)C.[CH3:31][C:32]1[CH:40]=[CH:39][C:35]([C:36](Cl)=[O:37])=[CH:34][CH:33]=1.C(=O)([O-])O.[Na+], predict the reaction product. The product is: [CH3:31][C:32]1[CH:40]=[CH:39][C:35]([C:36]([NH:23][C:19]2[CH:18]=[C:17]([C:16]3[N:11]4[N:12]=[CH:13][CH:14]=[CH:15][C:10]4=[N:9][C:8]=3[C:4]3[CH:5]=[CH:6][CH:7]=[C:2]([CH3:1])[CH:3]=3)[CH:22]=[CH:21][N:20]=2)=[O:37])=[CH:34][CH:33]=1. (2) Given the reactants [OH:1][C:2]1[CH:3]=[C:4]2[C:9](=[CH:10][CH:11]=1)[NH:8][C:7]([C:12]([OH:14])=O)=[CH:6][C:5]2=[O:15].[O:16]([CH:23]1[CH2:28][CH2:27][NH:26][CH2:25][CH2:24]1)[C:17]1[CH:22]=[CH:21][CH:20]=[CH:19][CH:18]=1, predict the reaction product. The product is: [OH:1][C:2]1[CH:3]=[C:4]2[C:9](=[CH:10][CH:11]=1)[NH:8][C:7]([C:12]([N:26]1[CH2:27][CH2:28][CH:23]([O:16][C:17]3[CH:22]=[CH:21][CH:20]=[CH:19][CH:18]=3)[CH2:24][CH2:25]1)=[O:14])=[CH:6][C:5]2=[O:15]. (3) Given the reactants [Cl:1][C:2]1[CH:3]=[C:4](B(O)O)[CH:5]=[C:6]([F:8])[CH:7]=1.C(N(CC)CC)C.[NH2:19][C@@H:20]1[C:28](=[O:29])[N:27]2[C@H:22]([CH2:23][CH2:24][C@@H:25]([NH:30][C:31]3[C:32]4[CH:39]=[CH:38][N:37]([S:40]([C:43]5[CH:49]=[CH:48][C:46]([CH3:47])=[CH:45][CH:44]=5)(=[O:42])=[O:41])[C:33]=4[N:34]=[CH:35][N:36]=3)[CH2:26]2)[CH2:21]1, predict the reaction product. The product is: [Cl:1][C:2]1[CH:3]=[C:4]([NH:19][C@@H:20]2[C:28](=[O:29])[N:27]3[C@H:22]([CH2:23][CH2:24][C@@H:25]([NH:30][C:31]4[C:32]5[CH:39]=[CH:38][N:37]([S:40]([C:43]6[CH:44]=[CH:45][C:46]([CH3:47])=[CH:48][CH:49]=6)(=[O:42])=[O:41])[C:33]=5[N:34]=[CH:35][N:36]=4)[CH2:26]3)[CH2:21]2)[CH:5]=[C:6]([F:8])[CH:7]=1.